Dataset: Full USPTO retrosynthesis dataset with 1.9M reactions from patents (1976-2016). Task: Predict the reactants needed to synthesize the given product. (1) Given the product [C:15]([O:19][C:20](=[O:50])[CH2:21][C:22]1([C:43]([O:45][C:46]([CH3:49])([CH3:48])[CH3:47])=[O:44])[O:26][N:25]=[C:24]([C:27]2[CH:32]=[C:31]([O:33][C:10](=[O:11])[C:9]3[CH:8]=[CH:7][C:6]([NH:2][C:3]([NH2:5])=[NH:4])=[CH:14][CH:13]=3)[CH:30]=[C:29]([CH2:34][CH2:35][C:36]([O:38][C:39]([CH3:41])([CH3:40])[CH3:42])=[O:37])[CH:28]=2)[CH2:23]1)([CH3:16])([CH3:17])[CH3:18], predict the reactants needed to synthesize it. The reactants are: Cl.[NH:2]([C:6]1[CH:14]=[CH:13][C:9]([C:10](Cl)=[O:11])=[CH:8][CH:7]=1)[C:3]([NH2:5])=[NH:4].[C:15]([O:19][C:20](=[O:50])[CH2:21][C:22]1([C:43]([O:45][C:46]([CH3:49])([CH3:48])[CH3:47])=[O:44])[O:26][N:25]=[C:24]([C:27]2[CH:32]=[C:31]([OH:33])[CH:30]=[C:29]([CH2:34][CH2:35][C:36]([O:38][C:39]([CH3:42])([CH3:41])[CH3:40])=[O:37])[CH:28]=2)[CH2:23]1)([CH3:18])([CH3:17])[CH3:16].C(=O)(O)[O-].[Na+]. (2) The reactants are: [F:1][C:2]1[CH:7]=[CH:6][C:5]([C:8]2[O:9][C:10]([C:21]3[CH:25]=[CH:24][S:23][CH:22]=3)=[C:11]([C:13]([CH3:20])([CH3:19])[C:14]([O:16]CC)=[O:15])[N:12]=2)=[CH:4][CH:3]=1.B(Br)(Br)Br.O.C(OCC)(=O)C. Given the product [F:1][C:2]1[CH:7]=[CH:6][C:5]([C:8]2[O:9][C:10]([C:21]3[CH:25]=[CH:24][S:23][CH:22]=3)=[C:11]([C:13]([CH3:20])([CH3:19])[C:14]([OH:16])=[O:15])[N:12]=2)=[CH:4][CH:3]=1, predict the reactants needed to synthesize it.